Dataset: Full USPTO retrosynthesis dataset with 1.9M reactions from patents (1976-2016). Task: Predict the reactants needed to synthesize the given product. (1) Given the product [Cl:14][C:12]1[NH:13][N:7]=[C:8]([C:9]([NH:4][C:5]2[CH:16]=[CH:2][C:21]([C:24]([F:27])([F:26])[F:25])=[CH:20][N:19]=2)=[O:10])[CH:11]=1, predict the reactants needed to synthesize it. The reactants are: Cl[C:2]1[CH:16]=[C:5]2C(=O)[N:7]3[N:13]=[C:12]([Cl:14])[CH:11]=[C:8]3[C:9](=[O:10])[N:4]2N=1.NC1C=C[C:21]([C:24]([F:27])([F:26])[F:25])=[CH:20][N:19]=1. (2) Given the product [C:30]([C:6]1[C:7]([N:17]2[CH2:22][CH2:21][CH:20]([C:23]([O:25][C:26]([CH3:29])([CH3:28])[CH3:27])=[O:24])[CH2:19][CH2:18]2)=[N:8][C:9]([CH2:10][N:11]2[CH2:15][CH2:14][CH2:13][C:12]2=[O:16])=[C:4]([C:2](=[O:3])[CH2:32][CH3:33])[CH:5]=1)#[N:31], predict the reactants needed to synthesize it. The reactants are: Cl[C:2]([C:4]1[CH:5]=[C:6]([C:30]#[N:31])[C:7]([N:17]2[CH2:22][CH2:21][CH:20]([C:23]([O:25][C:26]([CH3:29])([CH3:28])[CH3:27])=[O:24])[CH2:19][CH2:18]2)=[N:8][C:9]=1[CH2:10][N:11]1[CH2:15][CH2:14][CH2:13][C:12]1=[O:16])=[O:3].[CH2:32]([Mg]Br)[CH3:33]. (3) Given the product [CH3:7][C:2]1([C:8]2[CH:13]=[CH:12][CH:11]=[C:10]([C:14]([F:17])([F:16])[F:15])[CH:9]=2)[C:3](=[O:5])[NH:29][C:28]2[CH:27]=[C:22]([C:23]([O:25][CH3:26])=[O:24])[C:21]([CH3:32])=[CH:20][C:19]=2[O:1]1, predict the reactants needed to synthesize it. The reactants are: [OH:1][C:2]([C:8]1[CH:13]=[CH:12][CH:11]=[C:10]([C:14]([F:17])([F:16])[F:15])[CH:9]=1)([CH3:7])[C:3]([O:5]C)=O.F[C:19]1[C:28]([N+:29]([O-])=O)=[CH:27][C:22]([C:23]([O:25][CH3:26])=[O:24])=[C:21]([C:32](F)(F)F)[CH:20]=1.